This data is from Full USPTO retrosynthesis dataset with 1.9M reactions from patents (1976-2016). The task is: Predict the reactants needed to synthesize the given product. (1) Given the product [Cl:1][C:2]1[CH:10]=[CH:9][CH:8]=[C:7]2[C:3]=1[C:4]([C:17]([NH:28][CH2:27][CH:24]1[CH2:25][CH2:26][C:21]([F:29])([F:20])[CH2:22][CH2:23]1)=[O:19])=[CH:5][N:6]2[CH2:11][CH:12]1[CH2:16][CH2:15][CH2:14][O:13]1, predict the reactants needed to synthesize it. The reactants are: [Cl:1][C:2]1[CH:10]=[CH:9][CH:8]=[C:7]2[C:3]=1[C:4]([C:17]([OH:19])=O)=[CH:5][N:6]2[CH2:11][CH:12]1[CH2:16][CH2:15][CH2:14][O:13]1.[F:20][C:21]1([F:29])[CH2:26][CH2:25][CH:24]([CH2:27][NH2:28])[CH2:23][CH2:22]1.CN(C(ON1N=NC2C=CC=NC1=2)=[N+](C)C)C.F[P-](F)(F)(F)(F)F. (2) Given the product [N:1]1[CH:6]=[CH:5][CH:4]=[CH:3][C:2]=1[C:7]1[C:10]([NH2:11])=[N:12][NH:13][C:8]=1[NH2:9], predict the reactants needed to synthesize it. The reactants are: [N:1]1[CH:6]=[CH:5][CH:4]=[CH:3][C:2]=1[CH:7]([C:10]#[N:11])[C:8]#[N:9].[NH2:12][NH2:13].O.